Dataset: Forward reaction prediction with 1.9M reactions from USPTO patents (1976-2016). Task: Predict the product of the given reaction. (1) Given the reactants Br.Br[C:3]1[CH:8]=[CH:7][N:6]=[N:5][CH:4]=1.C([O:12][C@@H:13]1[CH2:18][C@H:17]([C:19]2[CH:24]=[CH:23][N:22]=[CH:21][C:20]=2[NH:25][C:26](=[O:43])[C:27]2[C:32]([NH2:33])=[CH:31][CH:30]=[C:29](B3OC(C)(C)C(C)(C)O3)[N:28]=2)[O:16][C@H:15]([CH3:44])[C@@:14]1([CH2:46][CH3:47])[OH:45])(=O)C, predict the reaction product. The product is: [NH2:33][C:32]1[C:27]([C:26]([NH:25][C:20]2[CH:21]=[N:22][CH:23]=[CH:24][C:19]=2[C@H:17]2[CH2:18][C@@H:13]([OH:12])[C@:14]([CH2:46][CH3:47])([OH:45])[C@@H:15]([CH3:44])[O:16]2)=[O:43])=[N:28][C:29]([C:3]2[CH:8]=[CH:7][N:6]=[N:5][CH:4]=2)=[CH:30][CH:31]=1. (2) Given the reactants C([O:5][C:6](=[O:39])[C:7]1[CH:12]=[CH:11][CH:10]=[C:9]([CH2:13][CH:14]([NH:28][C:29](=[O:36])[CH2:30][NH:31][C:32]([O:34][CH3:35])=[O:33])[B:15]2[O:23]C3C(C)(C4CC(C3)C4(C)C)[O:16]2)[C:8]=1OC)(C)(C)C.B(Br)(Br)Br, predict the reaction product. The product is: [OH:23][B:15]1[C@@H:14]([NH:28][C:29](=[O:36])[CH2:30][NH:31][C:32]([O:34][CH3:35])=[O:33])[CH2:13][C:9]2[CH:10]=[CH:11][CH:12]=[C:7]([C:6]([OH:5])=[O:39])[C:8]=2[O:16]1. (3) Given the reactants [O:1]=[C:2]1[NH:6][C:5]2[CH:7]=[CH:8][C:9]([C:11](OC)=[O:12])=[CH:10][C:4]=2[O:3]1.[H-].[Al+3].[Li+].[H-].[H-].[H-].O.[OH-].[Na+], predict the reaction product. The product is: [OH:12][CH2:11][C:9]1[CH:8]=[CH:7][C:5]2[NH:6][C:2](=[O:1])[O:3][C:4]=2[CH:10]=1. (4) Given the reactants [CH3:1][N:2]1[CH2:7][CH2:6][N:5]([C:8]2[C:17]3[C:12](=[CH:13][CH:14]=[CH:15][CH:16]=3)[C:11]([NH2:18])=[CH:10][CH:9]=2)[CH2:4][CH2:3]1.N1C=CC=CC=1.[CH3:25][C:26]1[CH:31]=[CH:30][C:29]([S:32]([Cl:35])(=[O:34])=[O:33])=[CH:28][CH:27]=1, predict the reaction product. The product is: [ClH:35].[CH3:25][C:26]1[CH:31]=[CH:30][C:29]([S:32]([NH:18][C:11]2[C:12]3[C:17](=[CH:16][CH:15]=[CH:14][CH:13]=3)[C:8]([N:5]3[CH2:6][CH2:7][N:2]([CH3:1])[CH2:3][CH2:4]3)=[CH:9][CH:10]=2)(=[O:34])=[O:33])=[CH:28][CH:27]=1. (5) Given the reactants [CH3:1][O:2][C:3](=[O:17])[C:4]1[CH:9]=[C:8]([CH2:10]Br)[CH:7]=[CH:6][C:5]=1[NH:12][C:13](=[O:16])[CH2:14][CH3:15].[Cl:18][C:19]1[CH:24]=[C:23]([Cl:25])[CH:22]=[CH:21][C:20]=1[OH:26].C(=O)([O-])[O-].[K+].[K+].Cl, predict the reaction product. The product is: [CH3:1][O:2][C:3](=[O:17])[C:4]1[CH:9]=[C:8]([CH2:10][O:26][C:20]2[CH:21]=[CH:22][C:23]([Cl:25])=[CH:24][C:19]=2[Cl:18])[CH:7]=[CH:6][C:5]=1[NH:12][C:13](=[O:16])[CH2:14][CH3:15]. (6) Given the reactants Cl.[O:2]1CCO[CH:3]1[C:7]1[C:12]([O:13][CH3:14])=[CH:11][C:10]([C:15]2[CH:20]=[CH:19][C:18]([F:21])=[CH:17][CH:16]=2)=[C:9]([C:22]2([OH:26])[CH2:25][CH2:24][CH2:23]2)[CH:8]=1.C(=O)([O-])O.[Na+].C(OCC)(=O)C, predict the reaction product. The product is: [F:21][C:18]1[CH:17]=[CH:16][C:15]([C:10]2[CH:11]=[C:12]([O:13][CH3:14])[C:7]([CH:3]=[O:2])=[CH:8][C:9]=2[C:22]2([OH:26])[CH2:23][CH2:24][CH2:25]2)=[CH:20][CH:19]=1. (7) Given the reactants CO.O.C(=O)([O-])[O-].[K+].[K+].[Cl:10][C:11]1[CH:12]=[C:13]2[C:19]3([CH2:23][CH2:22][N:21]([CH2:24][C:25]([O:27][C:28]([CH3:31])([CH3:30])[CH3:29])=[O:26])[CH2:20]3)[CH2:18][N:17](C(=O)C(F)(F)F)[C:14]2=[CH:15][CH:16]=1, predict the reaction product. The product is: [Cl:10][C:11]1[CH:12]=[C:13]2[C:19]3([CH2:23][CH2:22][N:21]([CH2:24][C:25]([O:27][C:28]([CH3:31])([CH3:30])[CH3:29])=[O:26])[CH2:20]3)[CH2:18][NH:17][C:14]2=[CH:15][CH:16]=1.